Dataset: Full USPTO retrosynthesis dataset with 1.9M reactions from patents (1976-2016). Task: Predict the reactants needed to synthesize the given product. Given the product [O:18]1[CH2:22][CH2:21][CH:20]([CH2:23][NH:24][C:11]([C:8]2[CH:7]=[C:6]([CH2:5][C:4]3[CH:14]=[CH:15][CH:16]=[CH:17][C:3]=3[O:2][CH3:1])[O:10][N:9]=2)=[O:13])[CH2:19]1, predict the reactants needed to synthesize it. The reactants are: [CH3:1][O:2][C:3]1[CH:17]=[CH:16][CH:15]=[CH:14][C:4]=1[CH2:5][C:6]1[O:10][N:9]=[C:8]([C:11]([OH:13])=O)[CH:7]=1.[O:18]1[CH2:22][CH2:21][CH:20]([CH2:23][NH2:24])[CH2:19]1.ON1C2C=CC=CC=2N=N1.Cl.C(N=C=NCCCN(C)C)C.